Dataset: Forward reaction prediction with 1.9M reactions from USPTO patents (1976-2016). Task: Predict the product of the given reaction. (1) Given the reactants [Br:1][C:2]1[CH:3]=[CH:4][C:5]([OH:11])=[C:6]([C:8](=[O:10])[CH3:9])[CH:7]=1.[CH:12](=O)[C:13]1[CH:18]=[CH:17][CH:16]=[CH:15][CH:14]=1, predict the reaction product. The product is: [Br:1][C:2]1[CH:7]=[C:6]2[C:5](=[CH:4][CH:3]=1)[O:11][CH:12]([C:13]1[CH:18]=[CH:17][CH:16]=[CH:15][CH:14]=1)[CH2:9][C:8]2=[O:10]. (2) Given the reactants [I:1][C:2]1[CH:3]=[C:4]2[C:8](=[CH:9][CH:10]=1)[N:7]([CH:11]1[CH2:16][CH2:15][CH2:14][CH2:13][O:12]1)[N:6]=[C:5]2[C:17](N(OC)C)=[O:18].[H-].[H-].[H-].[H-].[Li+].[Al+3].[Cl-].[NH4+], predict the reaction product. The product is: [I:1][C:2]1[CH:3]=[C:4]2[C:8](=[CH:9][CH:10]=1)[N:7]([CH:11]1[CH2:16][CH2:15][CH2:14][CH2:13][O:12]1)[N:6]=[C:5]2[CH:17]=[O:18]. (3) Given the reactants C([C:3]1([CH2:13][O:14][C:15]2[C:27]([CH:28]3[CH2:30][CH2:29]3)=[CH:26][C:18]([C:19]([O:21]C(C)(C)C)=[O:20])=[C:17]([F:31])[CH:16]=2)[CH:10]2CC3[CH2:7][CH:8]([CH2:12][CH:4]1C3)[CH2:9]2)#N.C12CC1CCC(COC1C(C3CC3)=CC(C(OC(C)(C)C)=O)=C(F)C=1)C2, predict the reaction product. The product is: [CH:12]12[CH2:7][CH:8]1[CH2:9][CH2:10][CH:3]([CH2:13][O:14][C:15]1[C:27]([CH:28]3[CH2:29][CH2:30]3)=[CH:26][C:18]([C:19]([OH:21])=[O:20])=[C:17]([F:31])[CH:16]=1)[CH2:4]2. (4) Given the reactants [CH:1]([O:4][C:5]1[CH:10]=[CH:9][C:8]([CH2:11][C:12]2[C:13](=[O:18])[NH:14][NH:15][C:16]=2[CH3:17])=[CH:7][CH:6]=1)([CH3:3])[CH3:2].C(=O)([O-])[O-].[K+].[K+].[C:25](OC(=O)C)(=[O:27])[CH3:26].C(O)(=O)C, predict the reaction product. The product is: [C:25]([N:15]1[C:16]([CH3:17])=[C:12]([CH2:11][C:8]2[CH:7]=[CH:6][C:5]([O:4][CH:1]([CH3:3])[CH3:2])=[CH:10][CH:9]=2)[C:13](=[O:18])[NH:14]1)(=[O:27])[CH3:26].